This data is from Catalyst prediction with 721,799 reactions and 888 catalyst types from USPTO. The task is: Predict which catalyst facilitates the given reaction. (1) Reactant: Cl[C:2]1[C:3]([C:16]2[CH:21]=[CH:20][C:19]([F:22])=[CH:18][CH:17]=2)=[N:4][C:5]2[C:10]([N:11]=1)=[CH:9][C:8]([C:12]([O:14][CH3:15])=[O:13])=[CH:7][CH:6]=2.[F:23][C:24]([F:28])([F:27])[CH2:25][NH2:26].CCN(C(C)C)C(C)C. Product: [F:22][C:19]1[CH:20]=[CH:21][C:16]([C:3]2[C:2]([NH:26][CH2:25][C:24]([F:28])([F:27])[F:23])=[N:11][C:10]3[C:5](=[CH:6][CH:7]=[C:8]([C:12]([O:14][CH3:15])=[O:13])[CH:9]=3)[N:4]=2)=[CH:17][CH:18]=1. The catalyst class is: 58. (2) Reactant: [Cl:1][C:2]1[C:3](=[O:10])[CH:4]=[C:5]([Cl:9])[C:6](=[O:8])[CH:7]=1.OS(O)(=O)=O.[CH3:16][O:17][C:18]1[CH:19]=[C:20]2[C:24](=[CH:25][CH:26]=1)[NH:23][CH:22]=[CH:21]2.C(C1C(=O)C(Cl)=C(Cl)C(=O)C=1C#N)#N. Product: [Cl:1][C:2]1[C:3](=[O:10])[CH:4]=[C:5]([Cl:9])[C:6](=[O:8])[C:7]=1[C:21]1[C:20]2[C:24](=[CH:25][CH:26]=[C:18]([O:17][CH3:16])[CH:19]=2)[NH:23][CH:22]=1. The catalyst class is: 56. (3) Reactant: [N:1]1[CH:6]=[CH:5][CH:4]=[C:3]([CH:7]([O:9][C:10]([NH:12][CH2:13][C:14]2[CH:22]=[CH:21][C:17]([C:18]([OH:20])=O)=[CH:16][CH:15]=2)=[O:11])[CH3:8])[CH:2]=1.C(C1NC=CN=1)(C1NC=CN=1)=O.[C:35]1([NH2:42])[CH:40]=[CH:39][CH:38]=[CH:37][C:36]=1[NH2:41].FC(F)(F)C(O)=O. Product: [NH2:41][C:36]1[CH:37]=[CH:38][CH:39]=[CH:40][C:35]=1[NH:42][C:18]([C:17]1[CH:16]=[CH:15][C:14]([CH2:13][NH:12][C:10](=[O:11])[O:9][CH:7]([C:3]2[CH:2]=[N:1][CH:6]=[CH:5][CH:4]=2)[CH3:8])=[CH:22][CH:21]=1)=[O:20]. The catalyst class is: 1. (4) Reactant: [F:1][C:2]1[CH:10]=[CH:9][C:8]2[NH:7][C:6]3[CH2:11][CH2:12][N:13]([CH3:15])[CH2:14][C:5]=3[C:4]=2[CH:3]=1.N1CCC[C@H]1C(O)=O.P([O-])([O-])([O-])=O.[K+].[K+].[K+].Br[CH:33]=[C:34]([C:36]1[CH:37]=[CH:38][C:39]([CH3:42])=[N:40][CH:41]=1)[CH3:35]. Product: [F:1][C:2]1[CH:10]=[CH:9][C:8]2[N:7](/[CH:33]=[C:34](/[C:36]3[CH:41]=[N:40][C:39]([CH3:42])=[CH:38][CH:37]=3)\[CH3:35])[C:6]3[CH2:11][CH2:12][N:13]([CH3:15])[CH2:14][C:5]=3[C:4]=2[CH:3]=1. The catalyst class is: 122.